Dataset: Forward reaction prediction with 1.9M reactions from USPTO patents (1976-2016). Task: Predict the product of the given reaction. (1) Given the reactants C[O:2][C:3](=O)[C:4]1[C:9]([N+:10]([O-:12])=[O:11])=[CH:8][CH:7]=[C:6]([F:13])[C:5]=1[CH2:14][CH2:15][NH:16][C:17](OC)=O.[H-].[Na+].CI.[Cl-].[NH4+], predict the reaction product. The product is: [F:13][C:6]1[CH:7]=[CH:8][C:9]([N+:10]([O-:12])=[O:11])=[C:4]2[C:5]=1[CH2:14][CH2:15][N:16]([CH3:17])[C:3]2=[O:2]. (2) Given the reactants [CH3:1][NH:2][C@@H:3]([C:11]1[CH:16]=[CH:15][CH:14]=[C:13]([N+:17]([O-:19])=[O:18])[CH:12]=1)[CH2:4][N:5]1[CH2:9][CH2:8][C@H:7]([OH:10])[CH2:6]1.[C:20]1([CH:26]([C:30]2[CH:35]=[CH:34][CH:33]=[CH:32][CH:31]=2)[C:27](Cl)=[O:28])[CH:25]=[CH:24][CH:23]=[CH:22][CH:21]=1.C(N(CC)[CH:40]([CH3:42])[CH3:41])(C)C, predict the reaction product. The product is: [C:20]1([CH:26]([C:30]2[CH:35]=[CH:34][CH:33]=[CH:32][CH:31]=2)[C:27]([O:10][C@H:7]2[CH2:8][CH2:9][N:5]([CH2:4][C@@H:3]([N:2]([C:27](=[O:28])[CH:26]([C:41]3[CH:40]=[CH:42][CH:31]=[CH:30][CH:35]=3)[C:20]3[CH:21]=[CH:22][CH:23]=[CH:24][CH:25]=3)[CH3:1])[C:11]3[CH:16]=[CH:15][CH:14]=[C:13]([N+:17]([O-:19])=[O:18])[CH:12]=3)[CH2:6]2)=[O:28])[CH:25]=[CH:24][CH:23]=[CH:22][CH:21]=1. (3) Given the reactants [F:1][C:2]1[CH:28]=[CH:27][C:26]([F:29])=[CH:25][C:3]=1[CH2:4][O:5][CH:6]1[CH2:11][CH2:10][N:9]([S:12]([CH2:15][CH:16]([NH:23][OH:24])[C:17]2[CH:22]=[CH:21][CH:20]=[CH:19][CH:18]=2)(=[O:14])=[O:13])[CH2:8][CH2:7]1.[CH:30](O)=[O:31].C(OC(=O)C)(=O)C.CO, predict the reaction product. The product is: [F:1][C:2]1[CH:28]=[CH:27][C:26]([F:29])=[CH:25][C:3]=1[CH2:4][O:5][CH:6]1[CH2:11][CH2:10][N:9]([S:12]([CH2:15][CH:16]([N:23]([OH:24])[CH:30]=[O:31])[C:17]2[CH:22]=[CH:21][CH:20]=[CH:19][CH:18]=2)(=[O:13])=[O:14])[CH2:8][CH2:7]1. (4) Given the reactants [CH:1](I)([CH3:3])[CH3:2].[CH3:5][P:6]([C:9]1[CH:14]=[CH:13][C:12]([NH:15][C:16]2[N:24]=[C:23](I)[N:22]=[C:21]3[C:17]=2[N:18]=[CH:19][N:20]3[CH:26]=[CH2:27])=[CH:11][CH:10]=1)([CH3:8])=[O:7].[I-].C([Zn+])(C)C.C1COCC1, predict the reaction product. The product is: [CH3:5][P:6]([C:9]1[CH:14]=[CH:13][C:12]([NH:15][C:16]2[N:24]=[C:23]([CH:1]([CH3:3])[CH3:2])[N:22]=[C:21]3[C:17]=2[N:18]=[CH:19][N:20]3[CH:26]=[CH2:27])=[CH:11][CH:10]=1)([CH3:8])=[O:7]. (5) Given the reactants Br[C:2]1[NH:6][C:5]2[CH:7]=[C:8]([C:10]([O:12][C:13]([CH3:16])([CH3:15])[CH3:14])=[O:11])[S:9][C:4]=2[C:3]=1[CH:17]1[CH2:22][CH2:21][CH2:20][CH2:19][CH2:18]1.[H-].[Na+].Br[CH2:26][C:27]([O:29][CH3:30])=[O:28].[O:31]1[CH:35]=[CH:34][C:33](B(O)O)=[CH:32]1.C([O-])([O-])=O.[Na+].[Na+], predict the reaction product. The product is: [CH:17]1([C:3]2[C:4]3[S:9][C:8]([C:10]([O:12][C:13]([CH3:16])([CH3:15])[CH3:14])=[O:11])=[CH:7][C:5]=3[N:6]([CH2:26][C:27]([O:29][CH3:30])=[O:28])[C:2]=2[C:33]2[CH:34]=[CH:35][O:31][CH:32]=2)[CH2:22][CH2:21][CH2:20][CH2:19][CH2:18]1. (6) Given the reactants [N+:1]([O-:4])(O)=[O:2].S(=O)(=O)(O)O.O[C:11]1[CH:16]=[CH:15][CH:14]=[C:13]([CH3:17])[C:12]=1[C:18]([OH:20])=[O:19].[C:21](=[O:24])([O-])[O-].[K+].[K+].S(OC)(O[CH3:31])(=O)=O, predict the reaction product. The product is: [CH3:31][O:20][C:18](=[O:19])[C:12]1[CH:11]=[CH:16][C:15]([N+:1]([O-:4])=[O:2])=[C:14]([O:24][CH3:21])[C:13]=1[CH3:17].